Predict the reaction yield, written as a fraction of the theoretical maximum amount of product (1.0 means a 100% yield; for example, 0.34 means a 34% yield). From a dataset of Reaction yield outcomes from USPTO patents with 853,638 reactions. (1) The reactants are [F:1][C:2]1[CH:3]=[C:4](B(O)O)[CH:5]=[CH:6][C:7]=1[S:8][CH3:9].[CH2:13]([N:20]1[C:25](=[O:26])[C:24]([O:27][CH3:28])=[C:23](Br)[CH:22]=[N:21]1)[C:14]1[CH:19]=[CH:18][CH:17]=[CH:16][CH:15]=1. No catalyst specified. The product is [CH2:13]([N:20]1[C:25](=[O:26])[C:24]([O:27][CH3:28])=[C:23]([C:4]2[CH:5]=[CH:6][C:7]([S:8][CH3:9])=[C:2]([F:1])[CH:3]=2)[CH:22]=[N:21]1)[C:14]1[CH:15]=[CH:16][CH:17]=[CH:18][CH:19]=1. The yield is 0.910. (2) The reactants are [CH3:1][O:2][C:3]1[CH:8]=[CH:7][C:6]([N:9]2[C:13]3[C:14](=[O:31])[N:15]([C:18]4[CH:23]=[CH:22][C:21]([N:24]5[CH:29]=[CH:28][CH:27]=[CH:26][C:25]5=[O:30])=[CH:20][CH:19]=4)[CH2:16][CH2:17][C:12]=3[C:11]([C:32]([O:34]CC)=[O:33])=[N:10]2)=[CH:5][CH:4]=1.[OH-].[Li+].CO.Cl. The catalyst is O.C1COCC1. The product is [CH3:1][O:2][C:3]1[CH:8]=[CH:7][C:6]([N:9]2[C:13]3[C:14](=[O:31])[N:15]([C:18]4[CH:19]=[CH:20][C:21]([N:24]5[CH:29]=[CH:28][CH:27]=[CH:26][C:25]5=[O:30])=[CH:22][CH:23]=4)[CH2:16][CH2:17][C:12]=3[C:11]([C:32]([OH:34])=[O:33])=[N:10]2)=[CH:5][CH:4]=1. The yield is 0.790. (3) The reactants are [CH3:1][O:2][C:3](=[O:21])[C:4]1[CH:9]=[C:8]([O:10][CH3:11])[CH:7]=[C:6]([O:12][CH2:13][CH:14](OCC)OCC)[CH:5]=1. The catalyst is C1C=CC=CC=1. The product is [CH3:1][O:2][C:3]([C:4]1[CH:9]=[C:8]([O:10][CH3:11])[CH:7]=[C:6]2[O:12][CH:13]=[CH:14][C:5]=12)=[O:21]. The yield is 0.620. (4) The reactants are [CH:1]1([C:4]2[CH:8]=[C:7]([NH2:9])[N:6]([CH3:10])[N:5]=2)[CH2:3][CH2:2]1.[F:11][C:12]1[CH:17]=[C:16]([O:18][C:19]2[CH:24]=[CH:23][N:22]=[C:21]([C:25]3[CH:26]=[N:27][N:28]([CH3:30])[CH:29]=3)[CH:20]=2)[CH:15]=[CH:14][C:13]=1[NH:31][C:32](=O)[O:33]C(C)=C.C1CCN2C(=NCCC2)CC1. The catalyst is O1CCOCC1. The product is [CH:1]1([C:4]2[CH:8]=[C:7]([NH:9][C:32]([NH:31][C:13]3[CH:14]=[CH:15][C:16]([O:18][C:19]4[CH:24]=[CH:23][N:22]=[C:21]([C:25]5[CH:26]=[N:27][N:28]([CH3:30])[CH:29]=5)[CH:20]=4)=[CH:17][C:12]=3[F:11])=[O:33])[N:6]([CH3:10])[N:5]=2)[CH2:3][CH2:2]1. The yield is 0.130.